This data is from Reaction yield outcomes from USPTO patents with 853,638 reactions. The task is: Predict the reaction yield, written as a fraction of the theoretical maximum amount of product (1.0 means a 100% yield; for example, 0.34 means a 34% yield). (1) The reactants are [CH2:1]([NH:8][C:9]1[N:14]2[N:15]=[CH:16][C:17]([C:18]([O:20][CH2:21][CH3:22])=[O:19])=[C:13]2[N:12]=[CH:11][C:10]=1[C:23]([OH:25])=O)[C:2]1[CH:7]=[CH:6][CH:5]=[CH:4][CH:3]=1.[O:26]1[CH:30]=[CH:29][N:28]=[C:27]1[CH:31]1[CH2:36][CH2:35][NH:34][CH2:33][CH2:32]1. No catalyst specified. The product is [CH2:1]([NH:8][C:9]1[N:14]2[N:15]=[CH:16][C:17]([C:18]([O:20][CH2:21][CH3:22])=[O:19])=[C:13]2[N:12]=[CH:11][C:10]=1[C:23]([N:34]1[CH2:33][CH2:32][CH:31]([C:27]2[O:26][CH:30]=[CH:29][N:28]=2)[CH2:36][CH2:35]1)=[O:25])[C:2]1[CH:7]=[CH:6][CH:5]=[CH:4][CH:3]=1. The yield is 0.720. (2) The reactants are [CH2:1]([C:8]1[S:9][C:10]2[CH:16]=[CH:15][C:14](B3OC(C)(C)C(C)(C)O3)=[CH:13][C:11]=2[N:12]=1)[C:2]1[CH:7]=[CH:6][CH:5]=[CH:4][CH:3]=1.[NH2:26][C:27]1[C:32]2=[C:33](Br)[CH:34]=[C:35]([CH:36]3[CH2:41][CH2:40][N:39]([C:42]([O:44][C:45]([CH3:48])([CH3:47])[CH3:46])=[O:43])[CH2:38][CH2:37]3)[N:31]2[N:30]=[CH:29][N:28]=1. No catalyst specified. The product is [NH2:26][C:27]1[C:32]2=[C:33]([C:14]3[CH:15]=[CH:16][C:10]4[S:9][C:8]([CH2:1][C:2]5[CH:3]=[CH:4][CH:5]=[CH:6][CH:7]=5)=[N:12][C:11]=4[CH:13]=3)[CH:34]=[C:35]([CH:36]3[CH2:37][CH2:38][N:39]([C:42]([O:44][C:45]([CH3:48])([CH3:47])[CH3:46])=[O:43])[CH2:40][CH2:41]3)[N:31]2[N:30]=[CH:29][N:28]=1. The yield is 0.956. (3) The reactants are [Cl:1][C:2]1[CH:7]=[CH:6][C:5]([S:8]([NH:11][CH2:12][CH2:13][C:14]2[CH:19]=[CH:18][CH:17]=[C:16]([CH2:20][CH:21]3[CH2:25][C:24]([O:26]CC(C)C)=[C:23]([CH2:31][CH3:32])[C:22]3=[O:33])[CH:15]=2)(=[O:10])=[O:9])=[CH:4][CH:3]=1.Cl. The catalyst is CC(C)=O. The product is [Cl:1][C:2]1[CH:3]=[CH:4][C:5]([S:8]([NH:11][CH2:12][CH2:13][C:14]2[CH:19]=[CH:18][CH:17]=[C:16]([CH2:20][CH:21]3[CH2:25][C:24]([OH:26])=[C:23]([CH2:31][CH3:32])[C:22]3=[O:33])[CH:15]=2)(=[O:10])=[O:9])=[CH:6][CH:7]=1. The yield is 0.750. (4) The reactants are [C:1](O)(=[O:3])[CH3:2].[NH2:5][C:6]1[CH:14]=[CH:13][CH:12]=[C:11]2[C:7]=1[C:8]([C:19]([N:21]1[CH2:26][CH2:25][CH:24]([C:27]3[CH:28]=[C:29]([CH:38]=[CH:39][C:40]=3[F:41])[CH2:30][NH:31][C:32](=[O:37])[C:33]([F:36])([F:35])[F:34])[CH2:23][CH2:22]1)=[O:20])=[CH:9][N:10]2[CH2:15][CH2:16][O:17][CH3:18].CCN=C=NCCCN(C)C.C(N(CC)CC)C. The catalyst is C(Cl)Cl. The product is [C:1]([NH:5][C:6]1[CH:14]=[CH:13][CH:12]=[C:11]2[C:7]=1[C:8]([C:19]([N:21]1[CH2:22][CH2:23][CH:24]([C:27]3[CH:28]=[C:29]([CH:38]=[CH:39][C:40]=3[F:41])[CH2:30][NH:31][C:32](=[O:37])[C:33]([F:35])([F:36])[F:34])[CH2:25][CH2:26]1)=[O:20])=[CH:9][N:10]2[CH2:15][CH2:16][O:17][CH3:18])(=[O:3])[CH3:2]. The yield is 0.840. (5) The reactants are [ClH:1].C(OC1C(OC)=C2C(C(CC3C=C(OC)C(OCC)=C(OC)C=3)=CN=C2)=CC=1)C.C([O-])([O-])=O.[K+].[K+].[CH2:37]([O:39][C:40]1[C:45]([O:46][CH3:47])=[CH:44][C:43]([C:48]([C:50]2[C:59]3[C:54](=[C:55]([O:63][CH3:64])[C:56]([O:60][CH2:61][CH3:62])=[CH:57][CH:58]=3)[CH:53]=[N:52][CH:51]=2)=[O:49])=[CH:42][C:41]=1[O:65][CH3:66])[CH3:38].Cl. The catalyst is CO.[N+]([O-])(O)=O.CCOC(C)=O. The product is [ClH:1].[CH2:37]([O:39][C:40]1[C:45]([O:46][CH3:47])=[CH:44][C:43]([C:48]([C:50]2[C:59]3[C:54](=[C:55]([O:63][CH3:64])[C:56]([O:60][CH2:61][CH3:62])=[CH:57][CH:58]=3)[CH:53]=[N:52][CH:51]=2)=[O:49])=[CH:42][C:41]=1[O:65][CH3:66])[CH3:38]. The yield is 0.220. (6) The reactants are Br[C:2]1[C:11]2[C:6](=[CH:7][CH:8]=[C:9]([OH:12])[CH:10]=2)[N:5]=[C:4]([C:13]2[CH:18]=[CH:17][C:16]([OH:19])=[C:15]([F:20])[CH:14]=2)[CH:3]=1.[CH3:21][Si:22]([C:25]#[C:26][Sn](CCCC)(CCCC)CCCC)([CH3:24])[CH3:23]. No catalyst specified. The product is [F:20][C:15]1[CH:14]=[C:13]([C:4]2[CH:3]=[C:2]([C:26]#[C:25][Si:22]([CH3:24])([CH3:23])[CH3:21])[C:11]3[C:6](=[CH:7][CH:8]=[C:9]([OH:12])[CH:10]=3)[N:5]=2)[CH:18]=[CH:17][C:16]=1[OH:19]. The yield is 0.940. (7) The reactants are [CH3:1][C:2]1[C:7]([CH3:8])=[C:6]([OH:9])[C:5]([CH3:10])=[CH:4][C:3]=1[S:11]C#N.[H-].[H-].[H-].[H-].[Li+].[Al+3]. The catalyst is CCOCC.O1CCCC1. The product is [CH3:1][C:2]1[C:7]([CH3:8])=[C:6]([OH:9])[C:5]([CH3:10])=[CH:4][C:3]=1[SH:11]. The yield is 0.900.